Dataset: Forward reaction prediction with 1.9M reactions from USPTO patents (1976-2016). Task: Predict the product of the given reaction. (1) The product is: [CH3:27][N:25]([CH3:26])[C:23]1[C:22]2[C:17](=[CH:18][CH:19]=[CH:20][CH:21]=2)[N:16]=[C:15]([NH:14][C@H:11]2[CH2:12][CH2:13][C@H:8]([NH:7][C:6]([C:46]3[CH:45]=[CH:44][C:43]([C:40]4[CH:39]=[CH:38][C:37]([F:36])=[CH:42][CH:41]=4)=[CH:48][CH:47]=3)=[O:5])[CH2:9][CH2:10]2)[N:24]=1. Given the reactants C([O:5][C:6](=O)[NH:7][C@H:8]1[CH2:13][CH2:12][C@H:11]([NH:14][C:15]2[N:24]=[C:23]([N:25]([CH3:27])[CH3:26])[C:22]3[C:17](=[CH:18][CH:19]=[CH:20][CH:21]=3)[N:16]=2)[CH2:10][CH2:9]1)(C)(C)C.C(O)(C(F)(F)F)=O.[F:36][C:37]1(C(O)=O)[CH:42]=[CH:41][C:40]([C:43]2[CH:48]=[CH:47][CH:46]=[CH:45][CH:44]=2)=[CH:39][CH2:38]1.C1C=NC2N(O)N=NC=2C=1.CCN=C=NCCCN(C)C.Cl.C(N(C(C)C)CC)(C)C, predict the reaction product. (2) Given the reactants [NH:1]([C:3]([CH:5]1[CH2:10][CH2:9][N:8]([C:11](OC(C)(C)C)=O)[CH2:7][CH2:6]1)=O)[NH2:2].[N:18]1[CH:23]=[CH:22][CH:21]=[CH:20][C:19]=1[C:24]#[N:25].[CH2:26]([C:28]1[CH:29]=[N:30][N:31]2[CH:36]=[C:35]([C:37]3[CH:42]=[CH:41][CH:40]=[CH:39][CH:38]=3)[C:34]([C:43]3[CH:50]=[CH:49][C:46](C=O)=[CH:45][CH:44]=3)=[N:33][C:32]=12)[CH3:27].[BH-](OC(C)=O)(OC(C)=O)OC(C)=O.[Na+], predict the reaction product. The product is: [CH2:26]([C:28]1[CH:29]=[N:30][N:31]2[CH:36]=[C:35]([C:37]3[CH:42]=[CH:41][CH:40]=[CH:39][CH:38]=3)[C:34]([C:43]3[CH:50]=[CH:49][C:46]([CH2:11][N:8]4[CH2:7][CH2:6][CH:5]([C:3]5[N:25]=[C:24]([C:19]6[CH:20]=[CH:21][CH:22]=[CH:23][N:18]=6)[NH:2][N:1]=5)[CH2:10][CH2:9]4)=[CH:45][CH:44]=3)=[N:33][C:32]=12)[CH3:27]. (3) Given the reactants [C:1]([C:3]1[CH:4]=[C:5]([C:13]2[O:17][N:16]=[C:15]([C:18]3[CH:39]=[CH:38][C:21]4[CH2:22][CH2:23][N:24]([C:27](=[O:37])[CH2:28][NH:29]C(=O)OC(C)(C)C)[CH2:25][CH2:26][C:20]=4[CH:19]=3)[N:14]=2)[CH:6]=[CH:7][C:8]=1[NH:9][CH2:10][CH2:11][CH3:12])#[N:2].FC(F)(F)C(O)=O, predict the reaction product. The product is: [NH2:29][CH2:28][C:27]([N:24]1[CH2:23][CH2:22][C:21]2[CH:38]=[CH:39][C:18]([C:15]3[N:14]=[C:13]([C:5]4[CH:6]=[CH:7][C:8]([NH:9][CH2:10][CH2:11][CH3:12])=[C:3]([CH:4]=4)[C:1]#[N:2])[O:17][N:16]=3)=[CH:19][C:20]=2[CH2:26][CH2:25]1)=[O:37].